From a dataset of Reaction yield outcomes from USPTO patents with 853,638 reactions. Predict the reaction yield, written as a fraction of the theoretical maximum amount of product (1.0 means a 100% yield; for example, 0.34 means a 34% yield). The reactants are [OH:1][C:2]([C:5]1[CH:10]=[CH:9][C:8]([C:11]2[N:12]=[C:13]([C:33]3[CH:50]=[CH:49][CH:48]=[CH:47][C:34]=3[CH2:35][N:36]3C(=O)C4C(=CC=CC=4)C3=O)[N:14]3[C:19]4[CH:20]=[CH:21][N:22](S(C5C=CC(C)=CC=5)(=O)=O)[C:18]=4[N:17]=[CH:16][C:15]=23)=[CH:7][CH:6]=1)([CH3:4])[CH3:3].NN.[OH-].[Na+]. The catalyst is CCO.CCOC(C)=O. The product is [NH2:36][CH2:35][C:34]1[CH:47]=[CH:48][CH:49]=[CH:50][C:33]=1[C:13]1[N:14]2[C:19]3[CH:20]=[CH:21][NH:22][C:18]=3[N:17]=[CH:16][C:15]2=[C:11]([C:8]2[CH:9]=[CH:10][C:5]([C:2]([OH:1])([CH3:3])[CH3:4])=[CH:6][CH:7]=2)[N:12]=1. The yield is 0.250.